This data is from Reaction yield outcomes from USPTO patents with 853,638 reactions. The task is: Predict the reaction yield, written as a fraction of the theoretical maximum amount of product (1.0 means a 100% yield; for example, 0.34 means a 34% yield). (1) The reactants are [F:1][C:2]1[CH:3]=[C:4]2[C:8](=[CH:9][CH:10]=1)[NH:7][CH:6]=[C:5]2[CH2:11][CH2:12][CH2:13]O.C(Br)(Br)(Br)[Br:16].C1(P(C2C=CC=CC=2)C2C=CC=CC=2)C=CC=CC=1. The catalyst is C(Cl)Cl. The product is [Br:16][CH2:13][CH2:12][CH2:11][C:5]1[C:4]2[C:8](=[CH:9][CH:10]=[C:2]([F:1])[CH:3]=2)[NH:7][CH:6]=1. The yield is 0.690. (2) The reactants are [N+:1]([C:4]1[CH:9]=[CH:8][CH:7]=[CH:6][C:5]=1[C:10]1[S:11][C:12]2[CH:17]=[CH:16][N:15]=[CH:14][C:13]=2[N:18]=1)([O-])=O.[NH4+].[Cl-]. The catalyst is CO.O.[Fe]. The product is [S:11]1[C:12]2[CH:17]=[CH:16][N:15]=[CH:14][C:13]=2[N:18]=[C:10]1[C:5]1[CH:6]=[CH:7][CH:8]=[CH:9][C:4]=1[NH2:1]. The yield is 0.730. (3) The reactants are BrB(Br)Br.C[O:6][C:7]1[CH:12]=[CH:11][CH:10]=[CH:9][C:8]=1[S:13]([N:16]([CH3:18])[CH3:17])(=[O:15])=[O:14].CO. The catalyst is ClCCl. The product is [OH:6][C:7]1[CH:12]=[CH:11][CH:10]=[CH:9][C:8]=1[S:13]([N:16]([CH3:18])[CH3:17])(=[O:15])=[O:14]. The yield is 0.950. (4) The reactants are [Cl:1][C:2]1[N:3]=[C:4]2[CH:12]=[C:11]([I:13])[CH:10]=[N:9][C:5]2=[N:6][C:7]=1Cl.[CH2:14]1[NH:19][CH2:18][CH2:17][N:16]2[CH2:20][CH2:21][CH2:22][CH:15]12. The catalyst is C(Cl)Cl. The product is [Cl:1][C:2]1[N:3]=[C:4]2[CH:12]=[C:11]([I:13])[CH:10]=[N:9][C:5]2=[N:6][C:7]=1[N:19]1[CH2:18][CH2:17][N:16]2[CH2:20][CH2:21][CH2:22][CH:15]2[CH2:14]1. The yield is 0.580. (5) The reactants are [Cl:1][C:2]1[CH:3]=[C:4]([C:12]2[N:16]=[C:15]([C:17]3[CH:22]=[CH:21][C:20](F)=[CH:19][CH:18]=3)[O:14][N:13]=2)[CH:5]=[CH:6][C:7]=1[O:8][CH:9]([CH3:11])[CH3:10].[NH2:24][C@H:25]1[CH2:29][CH2:28][C@@H:27]([C:30]([OH:32])=[O:31])[CH2:26]1.C(=O)([O-])[O-].[K+].[K+].CN(C=O)C. The catalyst is CS(C)=O.CC#N. The product is [Cl:1][C:2]1[CH:3]=[C:4]([C:12]2[N:16]=[C:15]([C:17]3[CH:22]=[CH:21][C:20]([NH:24][C@H:25]4[CH2:29][CH2:28][C@@H:27]([C:30]([OH:32])=[O:31])[CH2:26]4)=[CH:19][CH:18]=3)[O:14][N:13]=2)[CH:5]=[CH:6][C:7]=1[O:8][CH:9]([CH3:11])[CH3:10]. The yield is 0.443. (6) The reactants are [CH:1]1([N:4]2[C:13]3[C:8](=[CH:9][C:10]([F:17])=[C:11](F)[C:12]=3[O:14][CH3:15])[C:7](=[O:18])[C:6]([C:19]([OH:21])=[O:20])=[CH:5]2)[CH2:3][CH2:2]1.[CH3:22][CH:23]1[CH2:28][NH:27][CH2:26][CH2:25][NH:24]1. The catalyst is CS(C)=O. The product is [CH3:22][CH:23]1[NH:24][CH2:25][CH2:26][N:27]([C:11]2[C:12]([O:14][CH3:15])=[C:13]3[N:4]([CH:1]4[CH2:3][CH2:2]4)[CH:5]=[C:6]([C:19]([OH:21])=[O:20])[C:7](=[O:18])[C:8]3=[CH:9][C:10]=2[F:17])[CH2:28]1. The yield is 0.760. (7) The reactants are [Br:1][C:2]1[CH:7]=[C:6]([CH2:8]Br)[C:5]([Br:10])=[CH:4][C:3]=1[CH2:11]Br.[F:13][C:14]([F:23])([F:22])[C:15]1[CH:20]=[CH:19][CH:18]=[CH:17][C:16]=1[OH:21].[C:24](=[O:27])([O-])[O-].[K+].[K+]. The catalyst is CC(C)=O. The product is [Br:10][C:5]1[CH:4]=[C:3]([CH2:11][O:21][C:16]2[CH:17]=[CH:18][CH:19]=[CH:20][C:15]=2[C:14]([F:22])([F:23])[F:13])[C:2]([Br:1])=[CH:7][C:6]=1[CH2:8][O:27][C:24]1[CH:19]=[CH:18][CH:17]=[CH:16][C:15]=1[C:14]([F:23])([F:22])[F:13]. The yield is 1.00. (8) The reactants are [N+:1]([C:4]1[CH:9]=[CH:8][CH:7]=[CH:6][C:5]=1[NH:10][C:11]1[CH:25]=[CH:24][C:14]([CH2:15][NH:16][C:17](=[O:23])[O:18][C:19]([CH3:22])([CH3:21])[CH3:20])=[CH:13][CH:12]=1)([O-])=O. The catalyst is [Pd].C(O)C. The product is [NH2:1][C:4]1[CH:9]=[CH:8][CH:7]=[CH:6][C:5]=1[NH:10][C:11]1[CH:25]=[CH:24][C:14]([CH2:15][NH:16][C:17](=[O:23])[O:18][C:19]([CH3:20])([CH3:21])[CH3:22])=[CH:13][CH:12]=1. The yield is 0.899.